Dataset: Merck oncology drug combination screen with 23,052 pairs across 39 cell lines. Task: Regression. Given two drug SMILES strings and cell line genomic features, predict the synergy score measuring deviation from expected non-interaction effect. Drug 1: Nc1ccn(C2OC(CO)C(O)C2(F)F)c(=O)n1. Drug 2: CS(=O)(=O)CCNCc1ccc(-c2ccc3ncnc(Nc4ccc(OCc5cccc(F)c5)c(Cl)c4)c3c2)o1. Cell line: NCIH23. Synergy scores: synergy=-6.58.